This data is from Reaction yield outcomes from USPTO patents with 853,638 reactions. The task is: Predict the reaction yield, written as a fraction of the theoretical maximum amount of product (1.0 means a 100% yield; for example, 0.34 means a 34% yield). (1) The reactants are Cl[C:2](Cl)([O:4]C(=O)OC(Cl)(Cl)Cl)Cl.[F:13][C:14]([F:27])([F:26])[C:15]1[CH:24]=[C:23]2[C:18]([C@@H:19]([NH2:25])[CH2:20][CH2:21][O:22]2)=[CH:17][CH:16]=1.C(N(CC)C(C)C)(C)C.Cl.[Cl:38][C:39]1[CH:56]=[CH:55][C:42]([CH2:43][N:44]2[C:48]([C@H:49]3[CH2:53][CH2:52][CH2:51][NH:50]3)=[N:47][N:46]=[C:45]2[Cl:54])=[CH:41][CH:40]=1.C([O-])(O)=O.[Na+]. The catalyst is C(Cl)Cl.[Cl-].[Na+].O. The product is [Cl:38][C:39]1[CH:56]=[CH:55][C:42]([CH2:43][N:44]2[C:45]([Cl:54])=[N:46][N:47]=[C:48]2[C@H:49]2[CH2:53][CH2:52][CH2:51][N:50]2[C:2]([NH:25][C@@H:19]2[C:18]3[C:23](=[CH:24][C:15]([C:14]([F:13])([F:26])[F:27])=[CH:16][CH:17]=3)[O:22][CH2:21][CH2:20]2)=[O:4])=[CH:41][CH:40]=1. The yield is 0.580. (2) The reactants are [NH2:1][C:2]1[S:3][C:4]2[CH:10]=[C:9]([C:11]#[N:12])[CH:8]=[C:7](Br)[C:5]=2[N:6]=1.[N+:14]([C:17]1[CH:18]=[C:19](B(O)O)[CH:20]=[CH:21][CH:22]=1)([O-:16])=[O:15].C1(P(C2C=CC=CC=2)C2C=CC=CC=2)C=CC=CC=1.C([O-])([O-])=O.[Na+].[Na+]. The catalyst is O1CCOCC1.C(O)C.O.CC([O-])=O.CC([O-])=O.[Pd+2].ClCCl. The product is [NH2:1][C:2]1[S:3][C:4]2[CH:10]=[C:9]([C:11]#[N:12])[CH:8]=[C:7]([C:21]3[CH:20]=[CH:19][CH:18]=[C:17]([N+:14]([O-:16])=[O:15])[CH:22]=3)[C:5]=2[N:6]=1. The yield is 0.450.